Dataset: TCR-epitope binding with 47,182 pairs between 192 epitopes and 23,139 TCRs. Task: Binary Classification. Given a T-cell receptor sequence (or CDR3 region) and an epitope sequence, predict whether binding occurs between them. (1) The TCR CDR3 sequence is CASSQTSASEQYF. Result: 0 (the TCR does not bind to the epitope). The epitope is FLPRVFSAV. (2) The epitope is ILGLPTQTV. The TCR CDR3 sequence is CASSQDPLPRAGDNEQFF. Result: 1 (the TCR binds to the epitope). (3) Result: 0 (the TCR does not bind to the epitope). The TCR CDR3 sequence is CASSLAGFQETQYF. The epitope is TEILPVSMTK. (4) The epitope is GTSGSPIIDK. The TCR CDR3 sequence is CASSYTFRDAKETQYF. Result: 1 (the TCR binds to the epitope). (5) Result: 0 (the TCR does not bind to the epitope). The epitope is GTITVEELK. The TCR CDR3 sequence is CASSLAGTSYYNEQFF.